The task is: Predict which catalyst facilitates the given reaction.. This data is from Catalyst prediction with 721,799 reactions and 888 catalyst types from USPTO. (1) Reactant: [N+:1]([C:4]1[CH:5]=[C:6]([OH:10])[CH:7]=[CH:8][CH:9]=1)([O-:3])=[O:2].C([O-])([O-])=O.[K+].[K+].Cl[CH2:18][CH2:19][N:20]([CH3:22])[CH3:21]. Product: [CH3:21][N:20]([CH3:22])[CH2:19][CH2:18][O:10][C:6]1[CH:7]=[CH:8][CH:9]=[C:4]([N+:1]([O-:3])=[O:2])[CH:5]=1. The catalyst class is: 3. (2) Product: [NH2:1][C:2]1[N:3]([C:16]2[CH:25]=[CH:24][CH:23]=[C:18]([O:19][CH2:20][C:21]3[NH:29][N:28]=[N:27][N:22]=3)[C:17]=2[CH3:26])[N:4]=[C:5]2[C:14]3[CH:13]=[CH:12][CH:11]=[CH:10][C:9]=3[NH:8][C:7](=[O:15])[C:6]=12. The catalyst class is: 145. Reactant: [NH2:1][C:2]1[N:3]([C:16]2[C:17]([CH3:26])=[C:18]([CH:23]=[CH:24][CH:25]=2)[O:19][CH2:20][C:21]#[N:22])[N:4]=[C:5]2[C:14]3[CH:13]=[CH:12][CH:11]=[CH:10][C:9]=3[NH:8][C:7](=[O:15])[C:6]=12.[N-:27]=[N+:28]=[N-:29].[Na+].[Cl-].[NH4+].Cl. (3) Product: [CH3:1][S:2][C:3]1[N:8]=[C:7]([N:9]2[C:14]3=[N:15][C:16]([C:20]4[CH:25]=[CH:24][CH:23]=[CH:22][CH:21]=4)=[C:17]([N+:32]([O-:33])=[O:31])[C:18](=[O:19])[N:13]3[CH2:12][CH2:11][CH2:10]2)[CH:6]=[CH:5][N:4]=1. The catalyst class is: 4. Reactant: [CH3:1][S:2][C:3]1[N:8]=[C:7]([N:9]2[C:14]3=[N:15][C:16]([C:20]4[CH:25]=[CH:24][CH:23]=[CH:22][CH:21]=4)=[CH:17][C:18](=[O:19])[N:13]3[CH2:12][CH2:11][CH2:10]2)[CH:6]=[CH:5][N:4]=1.F[B-](F)(F)F.[O:31]=[N+:32]=[O:33].